This data is from Full USPTO retrosynthesis dataset with 1.9M reactions from patents (1976-2016). The task is: Predict the reactants needed to synthesize the given product. (1) The reactants are: [CH2:1]([N:8]1[C:12]([C:13]([F:16])([F:15])[F:14])=[C:11](Br)[C:10]([C:18]2[CH:23]=[CH:22][C:21]([Cl:24])=[CH:20][CH:19]=2)=[C:9]1[C:25]([N:27]([CH2:29][C:30]([CH3:33])([CH3:32])[CH3:31])[CH3:28])=[O:26])[C:2]1[CH:7]=[CH:6][CH:5]=[CH:4][CH:3]=1.[CH:34]1(B(O)O)[CH2:36][CH2:35]1.CC(C1C=C(C(C)C)C(C2C(P(C3CCCCC3)C3CCCCC3)=CC=CC=2)=C(C(C)C)C=1)C.[O-]P([O-])([O-])=O.[K+].[K+].[K+]. Given the product [CH2:1]([N:8]1[C:12]([C:13]([F:16])([F:15])[F:14])=[C:11]([CH:34]2[CH2:36][CH2:35]2)[C:10]([C:18]2[CH:23]=[CH:22][C:21]([Cl:24])=[CH:20][CH:19]=2)=[C:9]1[C:25]([N:27]([CH2:29][C:30]([CH3:33])([CH3:32])[CH3:31])[CH3:28])=[O:26])[C:2]1[CH:7]=[CH:6][CH:5]=[CH:4][CH:3]=1, predict the reactants needed to synthesize it. (2) Given the product [CH3:1][O:2][C:3](=[O:4])[CH2:5][C@H:6]1[CH2:9][C@H:8]([OH:10])[CH2:7]1, predict the reactants needed to synthesize it. The reactants are: [CH3:1][O:2][C:3]([CH2:5][C@H:6]1[CH2:9][C@H:8]([O:10]C(=O)C2C=CC([N+]([O-])=O)=CC=2)[CH2:7]1)=[O:4].O.C1COCC1.C([O-])([O-])=O.[K+].[K+]. (3) Given the product [Cl:20][CH:16]([C:15]#[N:18])[CH2:17][C:2]1[CH:10]=[CH:9][C:5]([C:6]([OH:8])=[O:7])=[CH:4][CH:3]=1, predict the reactants needed to synthesize it. The reactants are: N[C:2]1[CH:10]=[CH:9][C:5]([C:6]([OH:8])=[O:7])=[CH:4][CH:3]=1.N([O-])=O.[Na+].[C:15](#[N:18])[CH:16]=[CH2:17].C(Cl)[Cl:20].CO.